The task is: Predict the product of the given reaction.. This data is from Forward reaction prediction with 1.9M reactions from USPTO patents (1976-2016). (1) Given the reactants [F:1][C:2]1[C:3]([C:8]2[C:9]([C:15]([O:17]C)=[O:16])=[N:10][CH:11]=[C:12]([CH3:14])[CH:13]=2)=[N:4][CH:5]=[CH:6][CH:7]=1.[OH-].[Na+], predict the reaction product. The product is: [F:1][C:2]1[C:3]([C:8]2[C:9]([C:15]([OH:17])=[O:16])=[N:10][CH:11]=[C:12]([CH3:14])[CH:13]=2)=[N:4][CH:5]=[CH:6][CH:7]=1. (2) Given the reactants [Cl:1][C:2]1[CH:21]=[C:20]([Cl:22])[CH:19]=[CH:18][C:3]=1[CH2:4][N:5]1[C:9]([C:10](OC)=[O:11])=[CH:8][C:7]([O:14][CH2:15][O:16][CH3:17])=[N:6]1.[H-].C([Al+]CC(C)C)C(C)C.C(O)C.[Cl-].[NH4+], predict the reaction product. The product is: [Cl:1][C:2]1[CH:21]=[C:20]([Cl:22])[CH:19]=[CH:18][C:3]=1[CH2:4][N:5]1[C:9]([CH2:10][OH:11])=[CH:8][C:7]([O:14][CH2:15][O:16][CH3:17])=[N:6]1. (3) Given the reactants [N:1]12[CH2:7][C:4]([C:8]([C:16]3[CH:21]=[CH:20][CH:19]=[CH:18][CH:17]=3)([C:10]3[CH:15]=[CH:14][CH:13]=[CH:12][CH:11]=3)[OH:9])([CH2:5][CH2:6]1)[CH2:3][CH2:2]2.[Br:22][CH2:23][CH2:24][CH2:25][O:26][C:27]1[CH:32]=[CH:31][C:30](Br)=[CH:29][CH:28]=1, predict the reaction product. The product is: [Br-:22].[OH:9][C:8]([C:16]1[CH:21]=[CH:20][CH:19]=[CH:18][CH:17]=1)([C:10]1[CH:15]=[CH:14][CH:13]=[CH:12][CH:11]=1)[C:4]12[CH2:7][N+:1]([CH2:23][CH2:24][CH2:25][O:26][C:27]3[CH:32]=[CH:31][CH:30]=[CH:29][CH:28]=3)([CH2:6][CH2:5]1)[CH2:2][CH2:3]2.